This data is from Forward reaction prediction with 1.9M reactions from USPTO patents (1976-2016). The task is: Predict the product of the given reaction. (1) Given the reactants [NH2:1][C@@H:2]1[C:10]2[C:5](=[CH:6][CH:7]=[CH:8][CH:9]=2)[CH2:4][CH2:3]1.[C:11]([O:15][C:16](O[C:16]([O:15][C:11]([CH3:14])([CH3:13])[CH3:12])=[O:17])=[O:17])([CH3:14])([CH3:13])[CH3:12], predict the reaction product. The product is: [C@@H:2]1([NH:1][C:16](=[O:17])[O:15][C:11]([CH3:14])([CH3:13])[CH3:12])[C:10]2[C:5](=[CH:6][CH:7]=[CH:8][CH:9]=2)[CH2:4][CH2:3]1. (2) Given the reactants [OH-].[Na+].[Br:3][C:4]1[CH:5]=[CH:6][C:7]2[O:11][C:10]([C:12](=[O:14])[NH2:13])=[C:9]([NH:15][C:16]([CH:18]3[CH2:23][CH2:22][N:21]([C:24]([O:26][C:27]([CH3:30])([CH3:29])[CH3:28])=[O:25])[CH2:20][CH2:19]3)=O)[C:8]=2[CH:31]=1, predict the reaction product. The product is: [Br:3][C:4]1[CH:5]=[CH:6][C:7]2[O:11][C:10]3[C:12](=[O:14])[NH:13][C:16]([CH:18]4[CH2:23][CH2:22][N:21]([C:24]([O:26][C:27]([CH3:30])([CH3:29])[CH3:28])=[O:25])[CH2:20][CH2:19]4)=[N:15][C:9]=3[C:8]=2[CH:31]=1. (3) The product is: [CH:1]1([C@@H:4]([C:11]2[CH:16]=[CH:15][C:14]([I:25])=[C:13]([OH:17])[CH:12]=2)[C@H:5]([CH3:10])[C:6]([O:8][CH3:9])=[O:7])[CH2:3][CH2:2]1. Given the reactants [CH:1]1([C@@H:4]([C:11]2[CH:16]=[CH:15][CH:14]=[C:13]([OH:17])[CH:12]=2)[C@H:5]([CH3:10])[C:6]([O:8][CH3:9])=[O:7])[CH2:3][CH2:2]1.C1C(=O)N([I:25])C(=O)C1, predict the reaction product.